This data is from Catalyst prediction with 721,799 reactions and 888 catalyst types from USPTO. The task is: Predict which catalyst facilitates the given reaction. (1) Reactant: COC(C1C=C(C2N=CSC=2)N(C2N=NC(Cl)=CC=2)N=1)=O.C[O:23][C:24]([C:26]1[CH:30]=[C:29]([C:31]2[N:32]=[CH:33][S:34][CH:35]=2)[N:28]([C:36]2[N:37]=[N:38][C:39]([O:42][CH3:43])=[CH:40][CH:41]=2)[N:27]=1)=[O:25].C[O-].[Na+].Cl. Product: [CH3:43][O:42][C:39]1[N:38]=[N:37][C:36]([N:28]2[C:29]([C:31]3[N:32]=[CH:33][S:34][CH:35]=3)=[CH:30][C:26]([C:24]([OH:25])=[O:23])=[N:27]2)=[CH:41][CH:40]=1. The catalyst class is: 24. (2) Reactant: Cl[C:2]1[CH:7]=[CH:6][C:5]([N+:8]([O-:10])=[O:9])=[CH:4][C:3]=1[S:11]([NH2:14])(=[O:13])=[O:12].[CH:15]1([NH2:18])[CH2:17][CH2:16]1. Product: [CH:15]1([NH:18][C:2]2[CH:7]=[CH:6][C:5]([N+:8]([O-:10])=[O:9])=[CH:4][C:3]=2[S:11]([NH2:14])(=[O:13])=[O:12])[CH2:17][CH2:16]1. The catalyst class is: 12. (3) Reactant: [OH:1][C@H:2]([CH2:25][NH:26][S:27]([C:30]1[CH:35]=[CH:34][CH:33]=[CH:32][N:31]=1)(=[O:29])=[O:28])[CH2:3][NH:4][C:5](=[O:24])[O:6][C@H:7]([CH2:12][N:13]1[C:17]2[CH:18]=[C:19]([Cl:23])[C:20]([Cl:22])=[CH:21][C:16]=2[N:15]=[CH:14]1)[C:8]([CH3:11])([CH3:10])[CH3:9].O[C@@H](CNS(C1C=CC=CN=1)(=O)=O)CNC(=O)O[C@H](CN1C2C=C(Cl)C(Cl)=CC=2N=C1)C(C)(C)C.CC(OI1(OC(C)=O)(OC(C)=O)OC(=O)C2C=CC=CC1=2)=O.S([O-])([O-])(=O)=S.[Na+].[Na+].C(=O)(O)[O-].[Na+]. Product: [O:1]=[C:2]([CH2:25][NH:26][S:27]([C:30]1[CH:35]=[CH:34][CH:33]=[CH:32][N:31]=1)(=[O:29])=[O:28])[CH2:3][NH:4][C:5](=[O:24])[O:6][C@H:7]([CH2:12][N:13]1[C:17]2[CH:18]=[C:19]([Cl:23])[C:20]([Cl:22])=[CH:21][C:16]=2[N:15]=[CH:14]1)[C:8]([CH3:10])([CH3:9])[CH3:11]. The catalyst class is: 789. (4) The catalyst class is: 88. Product: [NH2:18][C:11]1[C:10]([NH:9][C:4]2[CH:3]=[C:2]([CH3:1])[CH:7]=[C:6]([CH3:8])[CH:5]=2)=[CH:17][CH:16]=[CH:15][C:12]=1[C:13]#[N:14]. Reactant: [CH3:1][C:2]1[CH:3]=[C:4]([NH:9][C:10]2[C:11]([N+:18]([O-])=O)=[C:12]([CH:15]=[CH:16][CH:17]=2)[C:13]#[N:14])[CH:5]=[C:6]([CH3:8])[CH:7]=1.[O-]S(S([O-])=O)=O.[Na+].[Na+].